Dataset: Reaction yield outcomes from USPTO patents with 853,638 reactions. Task: Predict the reaction yield, written as a fraction of the theoretical maximum amount of product (1.0 means a 100% yield; for example, 0.34 means a 34% yield). (1) The yield is 0.720. The product is [C:6]([C:7]1[CH:14]=[CH:13][C:10]([CH:11]=[O:12])=[CH:9][CH:8]=1)#[CH:5]. The catalyst is CO. The reactants are C[Si]([C:5]#[C:6][C:7]1[CH:14]=[CH:13][C:10]([CH:11]=[O:12])=[CH:9][CH:8]=1)(C)C.C([O-])([O-])=O.[K+].[K+]. (2) The product is [CH2:15]1[N:11]2[C:2]3[CH:7]=[CH:6][CH:5]=[CH:4][C:3]=3[N:8]=[C:12]2[CH2:13][CH2:14]1. The catalyst is FC(F)(F)C([O-])=O.[Pd+2].FC(F)(F)C([O-])=O.[Fe].C(O)(=O)C. The reactants are I[C:2]1[CH:7]=[CH:6][CH:5]=[CH:4][C:3]=1[N+:8]([O-])=O.[NH:11]1[CH2:15][CH2:14][CH2:13][C:12]1=O.C1C=CC(P(C2C(C3C(P(C4C=CC=CC=4)C4C=CC=CC=4)=CC=C4C=3C=CC=C4)=C3C(C=CC=C3)=CC=2)C2C=CC=CC=2)=CC=1.C(=O)([O-])[O-].[Cs+].[Cs+]. The yield is 0.730. (3) The reactants are [OH:1][C:2]1[CH:3]=[C:4]([C:8]2[C:9]([C:14]#[N:15])=[CH:10][CH:11]=[CH:12][CH:13]=2)[CH:5]=[CH:6][CH:7]=1.N1C=CC=CC=1.[F:22][C:23]([F:36])([F:35])[S:24](O[S:24]([C:23]([F:36])([F:35])[F:22])(=[O:26])=[O:25])(=[O:26])=[O:25]. The catalyst is ClCCl. The product is [C:14]([C:9]1[CH:10]=[CH:11][CH:12]=[CH:13][C:8]=1[C:4]1[CH:5]=[CH:6][CH:7]=[C:2]([O:1][S:24]([C:23]([F:36])([F:35])[F:22])(=[O:26])=[O:25])[CH:3]=1)#[N:15]. The yield is 0.670. (4) The reactants are C(OC([N:8]1[CH2:15][CH:14]2[CH:10]([CH2:11][N:12]([CH2:16][C:17]3[S:25][C:24]4[C:23]([N:26]5[CH2:31][CH2:30][O:29][CH2:28][CH2:27]5)=[N:22][C:21]([Cl:32])=[N:20][C:19]=4[CH:18]=3)[CH2:13]2)[CH2:9]1)=O)(C)(C)C.C(O)(C(F)(F)F)=O. The catalyst is C(Cl)Cl. The product is [Cl:32][C:21]1[N:22]=[C:23]([N:26]2[CH2:27][CH2:28][O:29][CH2:30][CH2:31]2)[C:24]2[S:25][C:17]([CH2:16][N:12]3[CH2:13][CH:14]4[CH:10]([CH2:9][NH:8][CH2:15]4)[CH2:11]3)=[CH:18][C:19]=2[N:20]=1. The yield is 0.890. (5) The reactants are P(O[CH2:10][C:11]1[CH:16]=[CH:15][CH:14]=[CH:13][CH:12]=1)(OCC)(OCC)=O.[CH:17]([C:19]1[C:20](B(O)O)=[CH:21][S:22][CH:23]=1)=[O:18].ClC1C=CC(CC2SC(C=O)=CC=2)=CC=1. No catalyst specified. The product is [CH2:10]([C:20]1[C:19]([CH:17]=[O:18])=[CH:23][S:22][CH:21]=1)[C:11]1[CH:12]=[CH:13][CH:14]=[CH:15][CH:16]=1. The yield is 0.460. (6) The reactants are [OH:1][C:2]1[CH:7]=[C:6]([CH3:8])[C:5]([NH:9][CH:10]=[O:11])=[C:4]([CH3:12])[C:3]=1[CH3:13].Br[CH2:15][C:16]([CH3:24])=[CH:17][C:18]1[CH:23]=[CH:22][CH:21]=[CH:20][CH:19]=1. The catalyst is C(OCC)(=O)C.CCCCCC. The product is [CH3:12][C:4]1[C:3]([CH3:13])=[C:2]([O:1][CH2:15][C:16]([CH3:24])=[CH:17][C:18]2[CH:23]=[CH:22][CH:21]=[CH:20][CH:19]=2)[CH:7]=[C:6]([CH3:8])[C:5]=1[NH:9][CH:10]=[O:11]. The yield is 0.410.